Dataset: Forward reaction prediction with 1.9M reactions from USPTO patents (1976-2016). Task: Predict the product of the given reaction. (1) Given the reactants [NH2:1][C:2]1[C:11]2[C:6](=[CH:7][C:8]([C:12]([F:15])([F:14])[F:13])=[CH:9][CH:10]=2)[N:5]=[CH:4][CH:3]=1.C(N(CC)CC)C.[Br:23][CH2:24][CH2:25][CH2:26][CH2:27][C:28](Cl)=[O:29], predict the reaction product. The product is: [Br:23][CH2:24][CH2:25][CH2:26][CH2:27][C:28]([NH:1][C:2]1[C:11]2[C:6](=[CH:7][C:8]([C:12]([F:15])([F:13])[F:14])=[CH:9][CH:10]=2)[N:5]=[CH:4][CH:3]=1)=[O:29]. (2) Given the reactants CC(C1C=C(S[C:17]([S:20][C:21]2[CH:26]=[C:25]([C:27]([CH3:30])([CH3:29])[CH3:28])[C:24]([OH:31])=[C:23]([C:32]([CH3:35])([CH3:34])[CH3:33])[CH:22]=2)([CH3:19])[CH3:18])C=C(C(C)(C)C)C=1O)(C)C.C(OC1[O:43][C@H:42]([CH2:44][OH:45])[C@@H:41]([CH2:46]O)[O:40]1)C, predict the reaction product. The product is: [C:32]([C:23]1[CH:22]=[C:21]([SH:20]([CH:17]([CH3:18])[CH3:19])[S:20][C:21]2[CH:22]=[C:23]([C:32]([CH3:33])([CH3:34])[CH3:35])[C:24]([OH:31])=[C:25]([C:27]([CH3:30])([CH3:29])[CH3:28])[CH:26]=2)[CH:26]=[C:25]([C:27]([CH3:30])([CH3:28])[CH3:29])[C:24]=1[O:31][CH2:46][C@@H:41]([OH:40])[C@H:42]([OH:43])[CH2:44][OH:45])([CH3:33])([CH3:35])[CH3:34]. (3) Given the reactants [OH:1][C:2]1[C:3]([CH3:15])=[C:4]([CH:9]=[CH:10][C:11]=1[N+:12]([O-:14])=[O:13])[C:5]([O:7][CH3:8])=[O:6].C(=O)([O-])[O-].[K+].[K+].[CH3:22][O:23][CH2:24][CH2:25]Cl.[Cl-].[Na+], predict the reaction product. The product is: [CH3:22][O:23][CH2:24][CH2:25][O:1][C:2]1[C:3]([CH3:15])=[C:4]([CH:9]=[CH:10][C:11]=1[N+:12]([O-:14])=[O:13])[C:5]([O:7][CH3:8])=[O:6]. (4) The product is: [F:1][C:2]1[CH:7]=[C:6]([F:8])[CH:5]=[C:4]2[C:3]=1[C:10](=[O:22])[CH:11]=[C:12]([C:14]1[CH:19]=[CH:18][C:17]([O:20][CH3:21])=[CH:16][CH:15]=1)[O:13]2. Given the reactants [F:1][C:2]1[CH:7]=[C:6]([F:8])[CH:5]=[C:4](F)[C:3]=1[C:10](=[O:22])[CH2:11][C:12]([C:14]1[CH:19]=[CH:18][C:17]([O:20][CH3:21])=[CH:16][CH:15]=1)=[O:13], predict the reaction product. (5) Given the reactants Cl.[NH2:2][OH:3].C([O-])(O)=O.[Na+].[O:9]1[C:13]2[CH:14]=[CH:15][C:16]([CH2:18][NH:19][S:20]([C:23]3[CH:24]=[C:25]([CH:29]=[CH:30][C:31](Cl)=[O:32])[CH:26]=[CH:27][CH:28]=3)(=[O:22])=[O:21])=[CH:17][C:12]=2[O:11][CH2:10]1, predict the reaction product. The product is: [O:9]1[C:13]2[CH:14]=[CH:15][C:16]([CH2:18][NH:19][S:20]([C:23]3[CH:24]=[C:25]([CH:29]=[CH:30][C:31]([NH:2][OH:3])=[O:32])[CH:26]=[CH:27][CH:28]=3)(=[O:22])=[O:21])=[CH:17][C:12]=2[O:11][CH2:10]1. (6) Given the reactants [Br:1][C:2]1[CH:3]=[C:4]([CH:21]=[CH:22][CH:23]=1)[CH2:5][N:6]([CH3:20])[CH2:7][C:8]([C:10]1[CH:19]=[CH:18][C:17]2[C:12](=[CH:13][CH:14]=[CH:15][CH:16]=2)[CH:11]=1)=[O:9].[BH4-].[Na+], predict the reaction product. The product is: [Br:1][C:2]1[CH:3]=[C:4]([CH:21]=[CH:22][CH:23]=1)[CH2:5][N:6]([CH3:20])[CH2:7][CH:8]([C:10]1[CH:19]=[CH:18][C:17]2[C:12](=[CH:13][CH:14]=[CH:15][CH:16]=2)[CH:11]=1)[OH:9].